Dataset: Reaction yield outcomes from USPTO patents with 853,638 reactions. Task: Predict the reaction yield, written as a fraction of the theoretical maximum amount of product (1.0 means a 100% yield; for example, 0.34 means a 34% yield). (1) The reactants are Cl.[NH2:2][CH:3]1[CH2:8][CH2:7][N:6]([C:9]2[CH:17]=[CH:16][C:12]([C:13]([NH2:15])=[O:14])=[CH:11][N:10]=2)[CH2:5][CH2:4]1.[CH3:18][CH2:19][N:20]([CH:24]([CH3:26])[CH3:25])[CH:21](C)[CH3:22].[C:27](N1C=CN=C1)([N:29]1C=CN=C1)=[O:28].C(N1CCNCC1)(C)C. The catalyst is CN(C=O)C. The product is [C:13]([C:12]1[CH:16]=[CH:17][C:9]([N:6]2[CH2:5][CH2:4][CH:3]([NH:2][C:27]([N:29]3[CH2:22][CH2:21][N:20]([CH:24]([CH3:26])[CH3:25])[CH2:19][CH2:18]3)=[O:28])[CH2:8][CH2:7]2)=[N:10][CH:11]=1)(=[O:14])[NH2:15]. The yield is 0.0800. (2) The reactants are C=O.[NH:3]1[CH2:8][CH2:7][CH:6]([S:9]([C:12]2[CH:21]=[CH:20][C:15]3[N:16]=[C:17]([NH2:19])[S:18][C:14]=3[CH:13]=2)(=[O:11])=[O:10])[CH2:5][CH2:4]1.[C:22]([BH3-])#N.[Na+].C([O-])(O)=O.[Na+]. The catalyst is CO.C(O)(=O)C. The product is [CH3:22][N:3]1[CH2:4][CH2:5][CH:6]([S:9]([C:12]2[CH:21]=[CH:20][C:15]3[N:16]=[C:17]([NH2:19])[S:18][C:14]=3[CH:13]=2)(=[O:11])=[O:10])[CH2:7][CH2:8]1. The yield is 0.640. (3) The reactants are S(Cl)([Cl:3])=O.Cl.[NH2:6][C@@H:7]([C:11]([OH:13])=[O:12])[C@H:8]([CH3:10])[OH:9].[CH3:14]O. No catalyst specified. The product is [ClH:3].[CH3:14][O:12][C:11](=[O:13])[C@@H:7]([C@H:8]([CH3:10])[OH:9])[NH2:6]. The yield is 0.990.